This data is from Full USPTO retrosynthesis dataset with 1.9M reactions from patents (1976-2016). The task is: Predict the reactants needed to synthesize the given product. (1) Given the product [C:31]([OH:38])(=[O:37])/[CH:32]=[CH:33]/[C:34]([OH:36])=[O:35].[N:15]12[CH2:23][C:19]([CH2:24][N:27]([C:8]3[N:9]=[CH:10][S:11][C:7]=3[C:1]3[CH:2]=[CH:3][CH:4]=[CH:5][CH:6]=3)[C:29](=[O:30])[OH:35])([CH2:18][CH2:17][CH2:16]1)[CH2:20][CH2:21][CH2:22]2, predict the reactants needed to synthesize it. The reactants are: [C:1]1([C:7]2[S:11][CH:10]=[N:9][C:8]=2C(O)=O)[CH:6]=[CH:5][CH:4]=[CH:3][CH:2]=1.[N:15]12[CH2:23][C:19]([CH2:24]O)([CH2:20][CH2:21][CH2:22]1)[CH2:18][CH2:17][CH2:16]2.C[N:27]([CH:29]=[O:30])C.[C:31]([OH:38])(=[O:37])/[CH:32]=[CH:33]/[C:34]([OH:36])=[O:35]. (2) Given the product [C:22]1([NH:28][C:29]([N:19]2[CH2:18][CH2:17][N:16]([C:11]3[N:10]=[N:9][C:8]([CH2:1][C:2]4[CH:7]=[CH:6][CH:5]=[CH:4][CH:3]=4)=[C:13]([CH3:14])[C:12]=3[CH3:15])[CH2:21][CH2:20]2)=[O:30])[CH:27]=[CH:26][CH:25]=[CH:24][CH:23]=1, predict the reactants needed to synthesize it. The reactants are: [CH2:1]([C:8]1[N:9]=[N:10][C:11]([N:16]2[CH2:21][CH2:20][NH:19][CH2:18][CH2:17]2)=[C:12]([CH3:15])[C:13]=1[CH3:14])[C:2]1[CH:7]=[CH:6][CH:5]=[CH:4][CH:3]=1.[C:22]1([N:28]=[C:29]=[O:30])[CH:27]=[CH:26][CH:25]=[CH:24][CH:23]=1. (3) Given the product [CH2:1]([O:8][C:9]1[CH:10]=[C:11]([C:15]([C:17]2[CH:22]=[C:21]([O:23][CH3:24])[CH:20]=[C:19]([O:25][CH3:26])[CH:18]=2)=[CH:35][C:36]#[N:37])[CH:12]=[CH:13][CH:14]=1)[C:2]1[CH:7]=[CH:6][CH:5]=[CH:4][CH:3]=1, predict the reactants needed to synthesize it. The reactants are: [CH2:1]([O:8][C:9]1[CH:10]=[C:11]([C:15]([C:17]2[CH:22]=[C:21]([O:23][CH3:24])[CH:20]=[C:19]([O:25][CH3:26])[CH:18]=2)=O)[CH:12]=[CH:13][CH:14]=1)[C:2]1[CH:7]=[CH:6][CH:5]=[CH:4][CH:3]=1.C(OP([CH2:35][C:36]#[N:37])(=O)OCC)C.C[Si]([N-][Si](C)(C)C)(C)C.[Li+].O1C2C=CC(C(C3C=C(OC)C=C(OC)C=3)=CC#N)=CC=2OCC1. (4) Given the product [NH2:34][C:33]1[O:19][C:4]2=[C:5]([C:9]3[CH:14]=[CH:13][N:12]=[C:11]([C:15]([NH:17][CH3:18])=[O:16])[CH:10]=3)[N:6]=[CH:7][CH:8]=[C:3]2[C:1]=1[NH:24][C:23]1[CH:25]=[CH:26][C:27]([F:28])=[C:21]([Cl:20])[CH:22]=1, predict the reactants needed to synthesize it. The reactants are: [CH:1]([C:3]1[CH:8]=[CH:7][N:6]=[C:5]([C:9]2[CH:14]=[CH:13][N:12]=[C:11]([C:15]([NH:17][CH3:18])=[O:16])[CH:10]=2)[C:4]=1[OH:19])=O.[Cl:20][C:21]1[CH:22]=[C:23]([CH:25]=[CH:26][C:27]=1[F:28])[NH2:24].[Si]([C:33]#[N:34])(C)(C)C.[Si](OS(C(F)(F)F)(=O)=O)(C)(C)C.